From a dataset of Full USPTO retrosynthesis dataset with 1.9M reactions from patents (1976-2016). Predict the reactants needed to synthesize the given product. (1) Given the product [C:23]([O:27][C:28]([N:30]1[C@H:35]([CH:36]=[O:37])[CH2:34][C@H:33]2[C@@H:31]1[CH2:32]2)=[O:29])([CH3:26])([CH3:25])[CH3:24], predict the reactants needed to synthesize it. The reactants are: CC(OI1(OC(C)=O)(OC(C)=O)OC(=O)C2C=CC=CC1=2)=O.[C:23]([O:27][C:28]([N:30]1[C@H:35]([CH2:36][OH:37])[CH2:34][C@H:33]2[C@@H:31]1[CH2:32]2)=[O:29])([CH3:26])([CH3:25])[CH3:24].C([O-])(O)=O.[Na+].[O-]S([O-])(=S)=O.[Na+].[Na+]. (2) Given the product [C:1]([N:4]1[C:12]2[C:7](=[CH:8][CH:9]=[C:10]([N:13]3[C:17](=[O:18])[C:16]([CH3:20])([CH3:19])[N:15]([CH2:32][C:33]4[CH:38]=[CH:37][N:36]=[CH:35][CH:34]=4)[C:14]3=[O:21])[CH:11]=2)[C:6]([CH3:23])([CH3:22])[CH2:5]1)(=[O:3])[CH3:2], predict the reactants needed to synthesize it. The reactants are: [C:1]([N:4]1[C:12]2[C:7](=[CH:8][CH:9]=[C:10]([N:13]3[C:17](=[O:18])[C:16]([CH3:20])([CH3:19])[NH:15][C:14]3=[O:21])[CH:11]=2)[C:6]([CH3:23])([CH3:22])[CH2:5]1)(=[O:3])[CH3:2].C(=O)([O-])[O-].[Cs+].[Cs+].Br.Br[CH2:32][C:33]1[CH:38]=[CH:37][N:36]=[CH:35][CH:34]=1. (3) The reactants are: [I:1][C:2]1[CH:6]=[CH:5][N:4]([C:7]2[CH:12]=[CH:11][N:10]=[C:9]([C:13]([OH:15])=O)[CH:8]=2)[N:3]=1.C(Cl)CCl.C1C=CC2N(O)N=[N:26]C=2C=1.[NH4+].[Cl-].C(N(CC)CC)C. Given the product [I:1][C:2]1[CH:6]=[CH:5][N:4]([C:7]2[CH:12]=[CH:11][N:10]=[C:9]([C:13]([NH2:26])=[O:15])[CH:8]=2)[N:3]=1, predict the reactants needed to synthesize it.